This data is from Full USPTO retrosynthesis dataset with 1.9M reactions from patents (1976-2016). The task is: Predict the reactants needed to synthesize the given product. (1) Given the product [F:47][C:45]([F:46])([F:48])[C:43]1[CH:42]=[C:5]([CH:4]=[C:3]([C:2]([F:50])([F:49])[F:1])[CH:44]=1)[CH2:6][N:7]([CH2:20][C:21]1[CH:22]=[CH:23][CH:24]=[C:25]2[C:29]=1[N:28]([C:30](=[O:41])[CH2:31][CH2:32][CH2:33][CH2:34][CH2:35][C:36]([OH:38])=[O:37])[CH2:27][CH2:26]2)[C:8]1[N:13]=[CH:12][C:11]([N:14]2[CH2:19][CH2:18][O:17][CH2:16][CH2:15]2)=[CH:10][N:9]=1, predict the reactants needed to synthesize it. The reactants are: [F:1][C:2]([F:50])([F:49])[C:3]1[CH:4]=[C:5]([CH:42]=[C:43]([C:45]([F:48])([F:47])[F:46])[CH:44]=1)[CH2:6][N:7]([CH2:20][C:21]1[CH:22]=[CH:23][CH:24]=[C:25]2[C:29]=1[N:28]([C:30](=[O:41])[CH2:31][CH2:32][CH2:33][CH2:34][CH2:35][C:36]([O:38]CC)=[O:37])[CH2:27][CH2:26]2)[C:8]1[N:13]=[CH:12][C:11]([N:14]2[CH2:19][CH2:18][O:17][CH2:16][CH2:15]2)=[CH:10][N:9]=1.[OH-].[Na+].Cl.C(OCC)(=O)C. (2) Given the product [F:17][C:4]1[CH:3]=[CH:2][C:7]([C:8]([OH:10])=[O:9])=[C:6]([N:11]2[N:15]=[CH:14][CH:13]=[N:12]2)[C:5]=1[CH3:16], predict the reactants needed to synthesize it. The reactants are: F[C:2]1[C:7]([C:8]([OH:10])=[O:9])=[C:6]([N:11]2[N:15]=[CH:14][CH:13]=[N:12]2)[C:5]([CH3:16])=[CH:4][CH:3]=1.[F:17]C1C=CC(C(O)=O)=C(I)C=1C. (3) Given the product [Cl:1][C:2]1[CH:10]=[C:9]2[C:5]([C:6]([C:11]3[N:12]=[C:13]4[C:19]([C:20]([NH:22][CH:23]([CH3:25])[CH3:24])=[O:21])=[CH:18][N:17]([CH2:26][O:27][CH2:28][CH2:29][Si:30]([CH3:31])([CH3:33])[CH3:32])[C:14]4=[N:15][CH:16]=3)=[N:7][N:8]2[CH2:37][C:38]2[CH:42]=[C:41]([CH3:43])[O:40][N:39]=2)=[CH:4][CH:3]=1, predict the reactants needed to synthesize it. The reactants are: [Cl:1][C:2]1[CH:10]=[C:9]2[C:5]([C:6]([C:11]3[N:12]=[C:13]4[C:19]([C:20]([NH:22][CH:23]([CH3:25])[CH3:24])=[O:21])=[CH:18][N:17]([CH2:26][O:27][CH2:28][CH2:29][Si:30]([CH3:33])([CH3:32])[CH3:31])[C:14]4=[N:15][CH:16]=3)=[N:7][NH:8]2)=[CH:4][CH:3]=1.[H-].[Na+].Br[CH2:37][C:38]1[CH:42]=[C:41]([CH3:43])[O:40][N:39]=1.